This data is from Volume of distribution at steady state (VDss) regression data from Lombardo et al.. The task is: Regression/Classification. Given a drug SMILES string, predict its absorption, distribution, metabolism, or excretion properties. Task type varies by dataset: regression for continuous measurements (e.g., permeability, clearance, half-life) or binary classification for categorical outcomes (e.g., BBB penetration, CYP inhibition). For this dataset (vdss_lombardo), we predict log10(VDss) (log10 of volume of distribution in L/kg). (1) The compound is COc1c(N2CC[NH2+]C(C)C2)c(F)cc2c(=O)c(C(=O)[O-])cn(C3CC3)c12. The log10(VDss) is 0.230. (2) The drug is CCC1(O)CC(=O)OCc2c1cc1n(c2=O)Cc2cc3cc(F)c(F)cc3nc2-1. The log10(VDss) is 0.150. (3) The drug is Cn1nc(C(=O)NC2CC3CCCC(C2)[NH+]3C)c2ccccc21. The log10(VDss) is 0.570.